From a dataset of Full USPTO retrosynthesis dataset with 1.9M reactions from patents (1976-2016). Predict the reactants needed to synthesize the given product. (1) Given the product [Si:42]([O:41][C@H:20]([C:12]1[CH:11]=[CH:10][C:9]([OH:8])=[C:18]2[C:13]=1[CH:14]=[CH:15][C:16](=[O:19])[NH:17]2)[CH2:21][N:22]([C@H:30]([CH3:40])[CH2:31][C:32]1[CH:37]=[CH:36][CH:35]=[C:34]([CH:38]=[O:39])[CH:33]=1)[C:23](=[O:29])[O:24][C:25]([CH3:28])([CH3:26])[CH3:27])([C:45]([CH3:46])([CH3:47])[CH3:48])([CH3:44])[CH3:43], predict the reactants needed to synthesize it. The reactants are: C(OC([O:8][C:9]1[CH:10]=[CH:11][C:12]([C@@H:20]([O:41][Si:42]([C:45]([CH3:48])([CH3:47])[CH3:46])([CH3:44])[CH3:43])[CH2:21][N:22]([C@H:30]([CH3:40])[CH2:31][C:32]2[CH:37]=[CH:36][CH:35]=[C:34]([CH:38]=[O:39])[CH:33]=2)[C:23](=[O:29])[O:24][C:25]([CH3:28])([CH3:27])[CH3:26])=[C:13]2[C:18]=1[NH:17][C:16](=[O:19])[CH:15]=[CH:14]2)=O)(C)(C)C.N. (2) Given the product [Cl:1][C:2]1[N:3]=[C:4]([N:11]2[CH2:16][CH2:15][O:14][CH2:13][CH2:12]2)[C:5]2[CH:10]=[CH:9][N:8]([CH2:18][CH:19]([O:22][CH3:23])[O:20][CH3:21])[C:6]=2[N:7]=1, predict the reactants needed to synthesize it. The reactants are: [Cl:1][C:2]1[N:3]=[C:4]([N:11]2[CH2:16][CH2:15][O:14][CH2:13][CH2:12]2)[C:5]2[CH:10]=[CH:9][NH:8][C:6]=2[N:7]=1.Br[CH2:18][CH:19]([O:22][CH3:23])[O:20][CH3:21].C([O-])([O-])=O.[Cs+].[Cs+].O.